From a dataset of Full USPTO retrosynthesis dataset with 1.9M reactions from patents (1976-2016). Predict the reactants needed to synthesize the given product. (1) The reactants are: [CH3:1][C@H:2]1[CH2:7][N:6]2[N:8]=[CH:9][C:10]([N:11]3[C:19]4[CH:18]=[CH:17][N:16]=[CH:15][C:14]=4[CH2:13][C:12]3=[O:20])=[C:5]2[CH2:4][N:3]1[C:21]([O:23]C(C)(C)C)=O.C[C@H]1CN2N=CC(N3CCCC3=O)=C2CN1C(OC(C)(C)C)=O.[F:51][C:52]1[CH:53]=[C:54]([NH:60]C(=O)OC2C=CC=CC=2)[CH:55]=[C:56]([F:59])[C:57]=1[F:58].FC(F)C1C=C(NC(=O)OC2C=CC=CC=2)C=CN=1. Given the product [CH3:1][C@H:2]1[CH2:7][N:6]2[N:8]=[CH:9][C:10]([N:11]3[C:19]4[CH:18]=[CH:17][N:16]=[CH:15][C:14]=4[CH2:13][C:12]3=[O:20])=[C:5]2[CH2:4][N:3]1[C:21]([NH:60][C:54]1[CH:53]=[C:52]([F:51])[C:57]([F:58])=[C:56]([F:59])[CH:55]=1)=[O:23], predict the reactants needed to synthesize it. (2) Given the product [Cl:1][C:2]1[CH:3]=[CH:4][C:5]([C:8]2([C:11]([NH:24][CH2:23][CH2:22][C:19]3[CH:20]=[CH:21][C:16]([O:15][CH3:14])=[CH:17][CH:18]=3)=[O:13])[CH2:9][CH2:10]2)=[CH:6][CH:7]=1, predict the reactants needed to synthesize it. The reactants are: [Cl:1][C:2]1[CH:7]=[CH:6][C:5]([C:8]2([C:11]([OH:13])=O)[CH2:10][CH2:9]2)=[CH:4][CH:3]=1.[CH3:14][O:15][C:16]1[CH:21]=[CH:20][C:19]([CH2:22][CH2:23][NH2:24])=[CH:18][CH:17]=1. (3) Given the product [CH2:26]([NH:1][C:2]1[CH:7]=[CH:6][C:5]([CH2:8][C:9]([N:11]2[CH2:12][CH2:13][N:14]([C:17]3[N:24]=[CH:23][CH:22]=[CH:21][C:18]=3[C:19]#[N:20])[CH2:15][CH2:16]2)=[O:10])=[CH:4][CH:3]=1)[CH2:27][CH2:28][CH3:29], predict the reactants needed to synthesize it. The reactants are: [NH2:1][C:2]1[CH:7]=[CH:6][C:5]([CH2:8][C:9]([N:11]2[CH2:16][CH2:15][N:14]([C:17]3[N:24]=[CH:23][CH:22]=[CH:21][C:18]=3[C:19]#[N:20])[CH2:13][CH2:12]2)=[O:10])=[CH:4][CH:3]=1.Br[CH2:26][CH2:27][CH2:28][CH3:29].C(=O)([O-])[O-].[Cs+].[Cs+].CN(C)C=O. (4) Given the product [NH2:39][C:40]1([C:44]2[CH:45]=[CH:46][C:47]([C:50]3[C:51]([C:62]4[CH:67]=[CH:66][CH:65]=[CH:64][CH:63]=4)=[CH:52][C:53]4[NH:58][C:57](=[O:59])[CH:56]([CH3:60])[O:55][C:54]=4[N:61]=3)=[CH:48][CH:49]=2)[CH2:41][CH2:42][CH2:43]1, predict the reactants needed to synthesize it. The reactants are: NC1(C2C=CC(C3C(C4C=CC=CC=4)=CC4N(CCC#N)C(=O)COC=4N=3)=CC=2)CCC1.C(OC(=O)[NH:39][C:40]1([C:44]2[CH:49]=[CH:48][C:47]([C:50]3[C:51]([C:62]4[CH:67]=[CH:66][CH:65]=[CH:64][CH:63]=4)=[CH:52][C:53]4[NH:58][C:57](=[O:59])[CH:56]([CH3:60])[O:55][C:54]=4[N:61]=3)=[CH:46][CH:45]=2)[CH2:43][CH2:42][CH2:41]1)(C)(C)C. (5) Given the product [F:25][C:26]1[CH:31]=[CH:30][CH:29]=[CH:28][C:27]=1[N:32]1[C:5]([C:7]2[C:12](=[O:13])[CH:11]=[CH:10][N:9]([C:14]3[CH:15]=[C:16]([NH:20][C:21](=[O:23])[CH3:22])[CH:17]=[CH:18][CH:19]=3)[N:8]=2)=[CH:4][CH:3]=[N:2]1, predict the reactants needed to synthesize it. The reactants are: C[N:2](C)/[CH:3]=[CH:4]/[C:5]([C:7]1[C:12](=[O:13])[CH:11]=[CH:10][N:9]([C:14]2[CH:15]=[C:16]([NH:20][C:21](=[O:23])[CH3:22])[CH:17]=[CH:18][CH:19]=2)[N:8]=1)=O.[F:25][C:26]1[CH:31]=[CH:30][CH:29]=[CH:28][C:27]=1[NH:32]N. (6) The reactants are: [CH:1]1[C:10]2[C:5](=[CH:6][CH:7]=[CH:8][CH:9]=2)[CH:4]=[CH:3][C:2]=1[CH2:11][O:12][CH:13]1[CH:18]([C:19]2[CH:24]=[CH:23][C:22]([CH2:25][C:26](=[O:37])[NH:27][CH2:28][C:29](=[O:36])[C:30]3[CH:35]=[CH:34][CH:33]=[CH:32][CH:31]=3)=[CH:21][CH:20]=2)[CH2:17][CH2:16][N:15](C(OC(C)(C)C)=O)[CH2:14]1.[F:45][C:46]([F:51])([F:50])[C:47]([OH:49])=[O:48]. Given the product [F:45][C:46]([F:51])([F:50])[C:47]([OH:49])=[O:48].[CH:1]1[C:10]2[C:5](=[CH:6][CH:7]=[CH:8][CH:9]=2)[CH:4]=[CH:3][C:2]=1[CH2:11][O:12][CH:13]1[CH:18]([C:19]2[CH:24]=[CH:23][C:22]([CH2:25][C:26]([NH:27][CH2:28][C:29](=[O:36])[C:30]3[CH:35]=[CH:34][CH:33]=[CH:32][CH:31]=3)=[O:37])=[CH:21][CH:20]=2)[CH2:17][CH2:16][NH:15][CH2:14]1, predict the reactants needed to synthesize it. (7) Given the product [F:36][C:33]1[CH:34]=[CH:35][C:30]2[N:31]([C:27]([CH2:26][N:44]3[C:48]([C:49]([O:51][CH3:52])=[O:50])=[N:47][CH:46]=[N:45]3)=[C:28]([C:37]3[CH:42]=[CH:41][C:40]([F:43])=[CH:39][CH:38]=3)[N:29]=2)[CH:32]=1, predict the reactants needed to synthesize it. The reactants are: N1(CC2N3C=C(C)C=CC3=NC=2C2C=CC(C)=CC=2)C=CN=C1.Cl.Cl[CH2:26][C:27]1[N:31]2[CH:32]=[C:33]([F:36])[CH:34]=[CH:35][C:30]2=[N:29][C:28]=1[C:37]1[CH:42]=[CH:41][C:40]([F:43])=[CH:39][CH:38]=1.[NH:44]1[C:48]([C:49]([O:51][CH3:52])=[O:50])=[N:47][CH:46]=[N:45]1. (8) Given the product [Cl:1][C:2]1[N:7]=[C:6]([C:8]2([C:21]([OH:24])=[O:22])[CH2:12][CH2:11][CH2:10][CH2:9]2)[CH:5]=[CH:4][CH:3]=1, predict the reactants needed to synthesize it. The reactants are: [Cl:1][C:2]1[N:7]=[C:6]([C:8]2(C#N)[CH2:12][CH2:11][CH2:10][CH2:9]2)[CH:5]=[CH:4][CH:3]=1.CCOC(C)=O.[C:21]([O-:24])(O)=[O:22].[Na+]. (9) Given the product [CH2:1]([O:3][C:4](=[O:13])[CH2:5][C:6]([C:7](=[O:9])[CH3:8])([CH3:16])[C:10](=[O:12])[CH3:11])[CH3:2], predict the reactants needed to synthesize it. The reactants are: [CH2:1]([O:3][C:4](=[O:13])[CH2:5][CH:6]([C:10](=[O:12])[CH3:11])[C:7](=[O:9])[CH3:8])[CH3:2].IC.[C:16](=O)([O-])[O-].[K+].[K+]. (10) Given the product [CH:1]1([NH:4][C:5](=[O:31])[C:6]2[CH:11]=[C:10]([F:12])[C:9]([CH3:13])=[C:8]([C:14]3[CH:15]=[C:16]4[C:21](=[CH:22][CH:23]=3)[C:20](=[O:24])[N:19]([CH2:25][CH:26]3[CH2:27][CH2:28]3)[CH:18]=[C:17]4[CH2:29][N:36]3[CH2:37][CH2:38][CH2:39][N:33]([CH3:32])[CH2:34][CH2:35]3)[CH:7]=2)[CH2:2][CH2:3]1, predict the reactants needed to synthesize it. The reactants are: [CH:1]1([NH:4][C:5](=[O:31])[C:6]2[CH:11]=[C:10]([F:12])[C:9]([CH3:13])=[C:8]([C:14]3[CH:15]=[C:16]4[C:21](=[CH:22][CH:23]=3)[C:20](=[O:24])[N:19]([CH2:25][CH:26]3[CH2:28][CH2:27]3)[CH:18]=[C:17]4[CH:29]=O)[CH:7]=2)[CH2:3][CH2:2]1.[CH3:32][N:33]1[CH2:39][CH2:38][CH2:37][NH:36][CH2:35][CH2:34]1.C(O[BH-](OC(=O)C)OC(=O)C)(=O)C.[Na+].CO.